This data is from NCI-60 drug combinations with 297,098 pairs across 59 cell lines. The task is: Regression. Given two drug SMILES strings and cell line genomic features, predict the synergy score measuring deviation from expected non-interaction effect. (1) Drug 1: C1=CC(=CC=C1CCCC(=O)O)N(CCCl)CCCl. Drug 2: C1C(C(OC1N2C=NC(=NC2=O)N)CO)O. Cell line: SN12C. Synergy scores: CSS=22.8, Synergy_ZIP=-6.40, Synergy_Bliss=-1.46, Synergy_Loewe=-1.88, Synergy_HSA=-1.41. (2) Drug 1: CC1=CC2C(CCC3(C2CCC3(C(=O)C)OC(=O)C)C)C4(C1=CC(=O)CC4)C. Drug 2: CCN(CC)CCNC(=O)C1=C(NC(=C1C)C=C2C3=C(C=CC(=C3)F)NC2=O)C. Cell line: HCT-15. Synergy scores: CSS=5.21, Synergy_ZIP=2.40, Synergy_Bliss=4.12, Synergy_Loewe=0.286, Synergy_HSA=2.45. (3) Drug 1: C1CCC(CC1)NC(=O)N(CCCl)N=O. Drug 2: C1=NC2=C(N1)C(=S)N=CN2. Cell line: SK-OV-3. Synergy scores: CSS=3.73, Synergy_ZIP=-12.1, Synergy_Bliss=-21.7, Synergy_Loewe=-39.3, Synergy_HSA=-19.7.